From a dataset of Human liver microsome stability data. Regression/Classification. Given a drug SMILES string, predict its absorption, distribution, metabolism, or excretion properties. Task type varies by dataset: regression for continuous measurements (e.g., permeability, clearance, half-life) or binary classification for categorical outcomes (e.g., BBB penetration, CYP inhibition). Dataset: hlm. (1) The drug is COc1ccc2nc(N3CCC[C@@H](N)C3)n(Cc3ccccc3C#N)c(=O)c2c1. The result is 0 (unstable in human liver microsomes). (2) The drug is O=C(CCCOc1cccc(C(F)(F)F)c1)Nc1ncc(C(F)(F)F)s1. The result is 0 (unstable in human liver microsomes). (3) The drug is CC(C)(C)c1cc(NC(=O)[C@@H]2CCCCN2C(=O)N2CCOCC2)no1. The result is 0 (unstable in human liver microsomes). (4) The molecule is CC#C[C@@H](Cc1nn[nH]n1)c1ccc(OCc2ccc3scc(-c4cc(OCCOC)ccc4C)c3c2)cc1. The result is 0 (unstable in human liver microsomes). (5) The drug is O=C(O)c1ccc2c(C3CCCCC3)c(-c3ccccc3)n(CC(=O)N3CCC(N4CCCC4)CC3)c2c1. The result is 0 (unstable in human liver microsomes). (6) The drug is Cc1ccc2[nH]c(-c3nc(C)c([C@H](OC(C)(C)C)C(=O)O)c(-c4ccc(Cl)cc4)c3C)nc2c1. The result is 0 (unstable in human liver microsomes). (7) The drug is O=C(C=Cc1cc(Cl)ccc1-n1cnnn1)N[C@@H](Cc1ccc(-c2ccccc2)cc1)C(=O)Nc1ccc(C(=O)O)cc1. The result is 0 (unstable in human liver microsomes). (8) The compound is NC(C(=O)Nc1cc2ccnc(O)c2cc1Cl)c1ccccc1. The result is 0 (unstable in human liver microsomes). (9) The molecule is CN1CCCN(C)P1(=O)c1ccc(C(F)(F)F)cc1. The result is 0 (unstable in human liver microsomes). (10) The result is 1 (stable in human liver microsomes). The compound is CCc1nc(N)nc(N)c1-c1ccc2c(c1)N(CCCOC)CC(C)O2.